Dataset: Forward reaction prediction with 1.9M reactions from USPTO patents (1976-2016). Task: Predict the product of the given reaction. (1) The product is: [CH:1]([OH:12])=[O:2].[CH3:39][C@H:37]1[O:38][C@@H:33]([CH3:32])[CH2:34][N:35]([C:1]([O:2][CH2:3][CH2:4][N:5]2[CH2:6][CH2:7][N:8]([CH3:11])[CH2:9][CH2:10]2)=[O:22])[CH2:36]1. Given the reactants [C:1](=[O:22])([O:12]C1C=CC([N+]([O-])=O)=CC=1)[O:2][CH2:3][CH2:4][N:5]1[CH2:10][CH2:9][N:8]([CH3:11])[CH2:7][CH2:6]1.CCN(C(C)C)C(C)C.[CH3:32][C@H:33]1[O:38][C@@H:37]([CH3:39])[CH2:36][NH:35][CH2:34]1, predict the reaction product. (2) Given the reactants [C:9](O[C:9]([O:11][C:12]([CH3:15])([CH3:14])[CH3:13])=[O:10])([O:11][C:12]([CH3:15])([CH3:14])[CH3:13])=[O:10].[CH2:16]1[C:25]2[C:20](=[CH:21][C:22]([C:26]#[N:27])=[CH:23][CH:24]=2)[CH2:19][CH2:18][NH:17]1.C(N(CC)CC)C, predict the reaction product. The product is: [C:26]([C:22]1[CH:21]=[C:20]2[C:25](=[CH:24][CH:23]=1)[CH2:16][N:17]([C:9]([O:11][C:12]([CH3:13])([CH3:14])[CH3:15])=[O:10])[CH2:18][CH2:19]2)#[N:27]. (3) Given the reactants [C:1]([NH:5][S:6]([C:9]1[CH:14]=[CH:13][C:12]([N:15]2[C:19]([CH2:20][CH:21]3[CH2:26][CH2:25][CH2:24][CH2:23][CH2:22]3)=[C:18]([CH3:27])[C:17]([C:28](OCC)=[O:29])=[C:16]2[C:33]#[N:34])=[CH:11][C:10]=1[C:35]([F:38])([F:37])[F:36])(=[O:8])=[O:7])([CH3:4])([CH3:3])[CH3:2].[OH-:39].[K+].[CH3:41][OH:42], predict the reaction product. The product is: [C:1]([NH:5][S:6]([C:9]1[CH:14]=[CH:13][C:12]([N:15]2[C:19]([CH2:20][CH:21]3[CH2:26][CH2:25][CH2:24][CH2:23][CH2:22]3)=[C:18]([CH3:27])[C:17]([C:28]([NH:15][CH2:12][CH2:11][C:10]([CH3:35])([CH3:9])[C:41]([OH:42])=[O:39])=[O:29])=[C:16]2[C:33]#[N:34])=[CH:11][C:10]=1[C:35]([F:37])([F:38])[F:36])(=[O:8])=[O:7])([CH3:2])([CH3:4])[CH3:3]. (4) Given the reactants [CH:1]([N:4]1[C:12]2[C:7](=[CH:8][C:9]([N+:13]([O-])=O)=[CH:10][CH:11]=2)[CH:6]=[CH:5]1)([CH3:3])[CH3:2], predict the reaction product. The product is: [CH:1]([N:4]1[C:12]2[C:7](=[CH:8][C:9]([NH2:13])=[CH:10][CH:11]=2)[CH:6]=[CH:5]1)([CH3:3])[CH3:2]. (5) The product is: [NH:12]1[CH2:13][CH:10]([C:8]2[NH:7][C:6]3[CH:21]=[CH:22][C:3]([Cl:2])=[CH:4][C:5]=3[N:9]=2)[CH2:11]1. Given the reactants Cl.[Cl:2][C:3]1[CH:22]=[CH:21][C:6]2[NH:7][C:8]([CH:10]3[CH2:13][N:12](C(OC(C)(C)C)=O)[CH2:11]3)=[N:9][C:5]=2[CH:4]=1.CO, predict the reaction product. (6) The product is: [F:28][C:25]1[CH:26]=[CH:27][C:22]([N:18]2[CH:17]=[CH:16][C:15]([CH:13]([C:11]3[CH:10]=[CH:9][C:8]4[N:4]([CH2:3][O:2][CH3:1])[C:5](=[O:20])[S:6][C:7]=4[CH:12]=3)[CH3:14])=[N:19]2)=[N:23][CH:24]=1. Given the reactants [CH3:1][O:2][CH2:3][N:4]1[C:8]2[CH:9]=[CH:10][C:11]([CH:13]([C:15]3[NH:19][N:18]=[CH:17][CH:16]=3)[CH3:14])=[CH:12][C:7]=2[S:6][C:5]1=[O:20].F[C:22]1[CH:27]=[CH:26][C:25]([F:28])=[CH:24][N:23]=1.C(=O)([O-])[O-].[Cs+].[Cs+], predict the reaction product. (7) The product is: [OH:22][C:14]1[C:15]2[CH:21]=[CH:20][N:19]=[CH:18][C:16]=2[N:17]=[C:12]([O:11][C:9]2[CH:8]=[N:7][N:6]([C@@H:3]3[CH2:4][CH2:5][N:1]([C:38](=[O:37])[CH2:39][C:40]#[N:41])[CH2:2]3)[CH:10]=2)[N:13]=1. Given the reactants [NH:1]1[CH2:5][CH2:4][C@@H:3]([N:6]2[CH:10]=[C:9]([O:11][C:12]3[N:13]=[C:14]([OH:22])[C:15]4[CH:21]=[CH:20][N:19]=[CH:18][C:16]=4[N:17]=3)[CH:8]=[N:7]2)[CH2:2]1.CCN(CC)CC.O=C1CCC(=O)N1[O:37][C:38](=O)[CH2:39][C:40]#[N:41], predict the reaction product. (8) Given the reactants [C:1]([OH:5])(=[O:4])[CH:2]=[CH2:3].[CH2:6]([CH:9]([CH2:12][CH2:13][CH2:14][CH2:15][CH3:16])[CH2:10]O)[CH2:7][CH3:8].[PH2](O)=O.COC1C=CC(O)=CC=1.CS(O)(=O)=O, predict the reaction product. The product is: [C:1]([O:5][CH2:10][CH:9]([CH2:6][CH2:7][CH3:8])[CH2:12][CH2:13][CH2:14][CH2:15][CH3:16])(=[O:4])[CH:2]=[CH2:3].